Dataset: Full USPTO retrosynthesis dataset with 1.9M reactions from patents (1976-2016). Task: Predict the reactants needed to synthesize the given product. (1) Given the product [F:19][C:20]([F:26])([F:25])[C:21]([C:16]1[S:15][C:14]([SH:13])=[N:18][CH:17]=1)([OH:24])[CH2:22][CH3:23], predict the reactants needed to synthesize it. The reactants are: C(NC(C)C)(C)C.[Li]CCCC.[SH:13][C:14]1[S:15][CH:16]=[CH:17][N:18]=1.[F:19][C:20]([F:26])([F:25])[C:21](=[O:24])[CH2:22][CH3:23]. (2) Given the product [CH3:12][C:13]1([CH3:21])[O:20][C:18](=[O:19])[C:17](=[CH:22][NH:1][C:2]2[CH:10]=[CH:9][C:5]([C:6]([OH:8])=[O:7])=[CH:4][C:3]=2[CH3:11])[C:15](=[O:16])[O:14]1, predict the reactants needed to synthesize it. The reactants are: [NH2:1][C:2]1[CH:10]=[CH:9][C:5]([C:6]([OH:8])=[O:7])=[CH:4][C:3]=1[CH3:11].[CH3:12][C:13]1([CH3:21])[O:20][C:18](=[O:19])[CH2:17][C:15](=[O:16])[O:14]1.[CH:22]([O-])([O-])OC.CO. (3) Given the product [OH:5][C:6]1[C:11]([N+:1]([O-:4])=[O:2])=[C:10]([OH:12])[N:9]=[C:8]([CH3:13])[N:7]=1, predict the reactants needed to synthesize it. The reactants are: [N+:1]([O-:4])(O)=[O:2].[OH:5][C:6]1[CH:11]=[C:10]([OH:12])[N:9]=[C:8]([CH3:13])[N:7]=1. (4) Given the product [C:41]([O:40][C@H:9]1[C@@H:10]([O:16][C@@H:17]2[C@@H:22]([O:23][C:24](=[O:26])[CH3:25])[C@@H:21]([O:27][C:28](=[O:30])[CH3:29])[C@H:20]([O:31][C:32](=[O:34])[CH3:33])[C@@H:19]([CH2:35][O:36][C:37](=[O:39])[CH3:38])[O:18]2)[C@H:11]([O:12][C:13](=[O:15])[CH3:14])[C@@H:6]([CH2:5][O:4][C:1](=[O:3])[CH3:2])[O:7][C@@H:8]1[CH2:44]/[CH:45]=[CH:46]/[C:49]1[CH:58]=[CH:57][C:52]([C:53]([O:55][CH3:56])=[O:54])=[CH:51][CH:50]=1)(=[O:43])[CH3:42], predict the reactants needed to synthesize it. The reactants are: [C:1]([O:4][CH2:5][C@@H:6]1[C@@H:11]([O:12][C:13](=[O:15])[CH3:14])[C@H:10]([O:16][C@@H:17]2[C@@H:22]([O:23][C:24](=[O:26])[CH3:25])[C@@H:21]([O:27][C:28](=[O:30])[CH3:29])[C@H:20]([O:31][C:32](=[O:34])[CH3:33])[C@@H:19]([CH2:35][O:36][C:37](=[O:39])[CH3:38])[O:18]2)[C@H:9]([O:40][C:41](=[O:43])[CH3:42])[C@@H:8]([CH2:44][CH:45]=[CH2:46])[O:7]1)(=[O:3])[CH3:2].C([C:49]1[CH:58]=[CH:57][C:52]([C:53]([O:55][CH3:56])=[O:54])=[CH:51][CH:50]=1)=C. (5) Given the product [F:13][C:14]1[CH:19]=[CH:18][C:17]([N:20]2[CH2:6][CH2:7][CH:5]([C:8]([OH:9])=[O:10])[C:4]2=[O:11])=[CH:16][CH:15]=1, predict the reactants needed to synthesize it. The reactants are: CC1(C)[O:9][C:8](=[O:10])[C:5]2([CH2:7][CH2:6]2)[C:4](=[O:11])O1.[F:13][C:14]1[CH:19]=[CH:18][C:17]([NH2:20])=[CH:16][CH:15]=1.O.